This data is from Retrosynthesis with 50K atom-mapped reactions and 10 reaction types from USPTO. The task is: Predict the reactants needed to synthesize the given product. Given the product Cc1cnc(N2CCN(C(=O)c3ccc(Br)cc3[N+](=O)[O-])CC2)c(C)c1, predict the reactants needed to synthesize it. The reactants are: Cc1cnc(N2CCNCC2)c(C)c1.O=C(O)c1ccc(Br)cc1[N+](=O)[O-].